Dataset: Full USPTO retrosynthesis dataset with 1.9M reactions from patents (1976-2016). Task: Predict the reactants needed to synthesize the given product. (1) The reactants are: [CH3:1][N:2]1[CH2:6][CH2:5][CH:4]([OH:7])[CH2:3]1.C1(P(C2C=CC=CC=2)C2C=CC=CC=2)C=CC=CC=1.[Cl:27][C:28]1[CH:33]=[CH:32][C:31]([C:34]2[N:39]=[C:38]([C:40]([O:42][CH2:43][CH3:44])=[O:41])[CH:37]=[CH:36][C:35]=2[C:45]2[C:50]([O:51][CH3:52])=[CH:49][CH:48]=[CH:47][C:46]=2[O:53][CH3:54])=[CH:30][C:29]=1O.CC(OC(/N=N/C(OC(C)C)=O)=O)C. Given the product [Cl:27][C:28]1[CH:29]=[CH:30][C:31]([C:34]2[N:39]=[C:38]([C:40]([O:42][CH2:43][CH3:44])=[O:41])[CH:37]=[CH:36][C:35]=2[C:45]2[C:50]([O:51][CH3:52])=[CH:49][CH:48]=[CH:47][C:46]=2[O:53][CH3:54])=[CH:32][C:33]=1[O:7][CH:4]1[CH2:5][CH2:6][N:2]([CH3:1])[CH2:3]1, predict the reactants needed to synthesize it. (2) Given the product [O:9]1[CH:13]=[CH:12][CH:11]=[C:10]1[C:14]1[N:31]=[C:17]2[N:18]=[C:19]([NH:23][CH2:24][CH:25]3[CH2:30][CH2:29][CH2:28][N:27]([CH2:2][C:3]4[CH:7]=[C:6]([CH3:8])[O:5][N:4]=4)[CH2:26]3)[N:20]=[C:21]([NH2:22])[N:16]2[N:15]=1, predict the reactants needed to synthesize it. The reactants are: Cl[CH2:2][C:3]1[CH:7]=[C:6]([CH3:8])[O:5][N:4]=1.[O:9]1[CH:13]=[CH:12][CH:11]=[C:10]1[C:14]1[N:31]=[C:17]2[N:18]=[C:19]([NH:23][CH2:24][CH:25]3[CH2:30][CH2:29][CH2:28][NH:27][CH2:26]3)[N:20]=[C:21]([NH2:22])[N:16]2[N:15]=1.CCN(CC)CC. (3) Given the product [CH3:13][O:14][C:15]1[CH:22]=[CH:21][CH:20]=[CH:19][C:16]=1[CH:17]=[N:1][C:2]1[CH:11]=[CH:10][CH:9]=[C:8]2[C:3]=1[CH:4]=[CH:5][C:6]([CH3:12])=[N:7]2, predict the reactants needed to synthesize it. The reactants are: [NH2:1][C:2]1[CH:11]=[CH:10][CH:9]=[C:8]2[C:3]=1[CH:4]=[CH:5][C:6]([CH3:12])=[N:7]2.[CH3:13][O:14][C:15]1[CH:22]=[CH:21][CH:20]=[CH:19][C:16]=1[CH:17]=O.C(O)(=O)C.